Task: Predict the reaction yield, written as a fraction of the theoretical maximum amount of product (1.0 means a 100% yield; for example, 0.34 means a 34% yield).. Dataset: Reaction yield outcomes from USPTO patents with 853,638 reactions (1) The reactants are CS(O[CH:6]([CH2:17][CH2:18][CH2:19]/[CH:20]=[CH:21]\[CH2:22][CH2:23][CH2:24][CH2:25][CH3:26])[CH2:7][CH2:8][CH2:9]/[CH:10]=[CH:11]\[CH2:12][CH2:13][CH2:14][CH2:15][CH3:16])(=O)=O.[C-:27]#[N:28].[Na+].O. The catalyst is CN(C=O)C. The product is [CH2:7]([CH:6]([CH2:17][CH2:18][CH2:19]/[CH:20]=[CH:21]\[CH2:22][CH2:23][CH2:24][CH2:25][CH3:26])[C:27]#[N:28])[CH2:8][CH2:9]/[CH:10]=[CH:11]\[CH2:12][CH2:13][CH2:14][CH2:15][CH3:16]. The yield is 0.970. (2) The reactants are [S:1]1[CH:5]=[C:4]([CH:6]([NH:10][C:11]2[CH:16]=[CH:15][CH:14]=[C:13]([C:17]([O:19][CH2:20][CH3:21])=[O:18])[CH:12]=2)[C:7]([OH:9])=[O:8])[C:3]2[CH:22]=[CH:23][CH:24]=[CH:25][C:2]1=2.C1C=CC2N(O)N=NC=2C=1.C1CCC(N=C=NC2CCCCC2)CC1.[N:51]12[CH2:58][CH2:57][CH:54]([CH2:55][CH2:56]1)[C@@H:53](O)[CH2:52]2. The catalyst is C1COCC1. The product is [S:1]1[CH:5]=[C:4]([CH:6]([NH:10][C:11]2[CH:12]=[C:13]([CH:14]=[CH:15][CH:16]=2)[C:17]([O:19][CH2:20][CH3:21])=[O:18])[C:7](=[O:9])[O:8][C@@H:53]2[CH:54]3[CH2:57][CH2:58][N:51]([CH2:56][CH2:55]3)[CH2:52]2)[C:3]2[CH:22]=[CH:23][CH:24]=[CH:25][C:2]1=2. The yield is 0.170. (3) The catalyst is C(Cl)Cl. The reactants are [F:1][C:2]1[CH:33]=[CH:32][C:5]([CH2:6][C:7]2[C:8]3[CH2:31][S:30][CH2:29][CH2:28][C:9]=3[N:10]=[C:11]([NH:13][C:14]3[CH:19]=[CH:18][C:17]([N:20]4[CH:24]=[C:23]([CH3:25])[N:22]=[CH:21]4)=[C:16]([O:26][CH3:27])[CH:15]=3)[N:12]=2)=[CH:4][CH:3]=1.ClC1C=CC=C(C(OO)=[O:42])C=1.C([O-])(O)=O.[Na+].O. The product is [F:1][C:2]1[CH:3]=[CH:4][C:5]([CH2:6][C:7]2[C:8]3[CH2:31][S:30](=[O:42])[CH2:29][CH2:28][C:9]=3[N:10]=[C:11]([NH:13][C:14]3[CH:19]=[CH:18][C:17]([N:20]4[CH:24]=[C:23]([CH3:25])[N:22]=[CH:21]4)=[C:16]([O:26][CH3:27])[CH:15]=3)[N:12]=2)=[CH:32][CH:33]=1. The yield is 0.180. (4) The reactants are [CH2:1]([N:3]=[C:4]=[O:5])[CH3:2].[N:6]1([CH2:11][CH2:12][CH2:13][NH2:14])[CH2:10][CH2:9][CH2:8][CH2:7]1. The catalyst is C(Cl)(Cl)Cl. The product is [CH2:1]([NH:3][C:4]([NH:14][CH2:13][CH2:12][CH2:11][N:6]1[CH2:10][CH2:9][CH2:8][CH2:7]1)=[O:5])[CH3:2]. The yield is 0.964. (5) The reactants are [Cl:1][C:2]1[N:11]=[C:10]([C:12]([O:14][CH2:15][CH3:16])=C)[C:9]2[C:4](=[CH:5][CH:6]=[C:7]([O:17][CH3:18])[CH:8]=2)[N:3]=1.[Mn]([O-])(=O)(=O)=[O:20].[K+]. No catalyst specified. The product is [Cl:1][C:2]1[N:11]=[C:10]([C:12]([O:14][CH2:15][CH3:16])=[O:20])[C:9]2[C:4](=[CH:5][CH:6]=[C:7]([O:17][CH3:18])[CH:8]=2)[N:3]=1. The yield is 0.260.